Dataset: Reaction yield outcomes from USPTO patents with 853,638 reactions. Task: Predict the reaction yield, written as a fraction of the theoretical maximum amount of product (1.0 means a 100% yield; for example, 0.34 means a 34% yield). The product is [NH2:1][CH:2]([CH3:30])[C:3]([N:5]1[N:9]=[C:8]([C:10]2[CH:15]=[C:14]([F:16])[CH:13]=[CH:12][C:11]=2[F:17])[S:7][C:6]1([CH2:24][CH2:25][CH2:26][NH2:27])[C:18]1[CH:19]=[CH:20][CH:21]=[CH:22][CH:23]=1)=[O:4]. The yield is 0.870. The reactants are [NH2:1][CH:2]([CH3:30])[C:3]([N:5]1[N:9]=[C:8]([C:10]2[CH:15]=[C:14]([F:16])[CH:13]=[CH:12][C:11]=2[F:17])[S:7][C:6]1([CH2:24][CH2:25][CH2:26][N:27]=[N+]=[N-])[C:18]1[CH:23]=[CH:22][CH:21]=[CH:20][CH:19]=1)=[O:4].Cl.N#N. The catalyst is CO.[Pd].